From a dataset of Reaction yield outcomes from USPTO patents with 853,638 reactions. Predict the reaction yield, written as a fraction of the theoretical maximum amount of product (1.0 means a 100% yield; for example, 0.34 means a 34% yield). (1) The reactants are [C:1]1([C@H:7]([NH:10][C:11]([C:13]2[CH:14]=[CH:15][N:16]3[CH2:21][CH2:20][O:19][CH2:18][C:17]=23)=[O:12])[CH2:8][CH3:9])[CH:6]=[CH:5][CH:4]=[CH:3][CH:2]=1.[Cl:22][C:23]([Cl:28])([Cl:27])[C:24](Cl)=[O:25]. The catalyst is ClCCl. The product is [C:1]1([C@H:7]([NH:10][C:11]([C:13]2[CH:14]=[C:15]([C:24](=[O:25])[C:23]([Cl:28])([Cl:27])[Cl:22])[N:16]3[CH2:21][CH2:20][O:19][CH2:18][C:17]=23)=[O:12])[CH2:8][CH3:9])[CH:6]=[CH:5][CH:4]=[CH:3][CH:2]=1. The yield is 0.760. (2) The reactants are [ClH:1].O1CCOCC1.OC(C(F)(F)F)=O.[C:15]([N:23]1[CH2:28][CH2:27][N:26](C(OC(C)(C)C)=O)[CH2:25][CH:24]1[CH2:36][O:37][C:38]1[CH:39]=[N:40][CH:41]=[CH:42][CH:43]=1)(=[O:22])[C:16]1[CH:21]=[CH:20][CH:19]=[CH:18][CH:17]=1. No catalyst specified. The product is [ClH:1].[ClH:1].[C:16]1([C:15]([N:23]2[CH2:28][CH2:27][NH:26][CH2:25][CH:24]2[CH2:36][O:37][C:38]2[CH:39]=[N:40][CH:41]=[CH:42][CH:43]=2)=[O:22])[CH:17]=[CH:18][CH:19]=[CH:20][CH:21]=1. The yield is 0.980. (3) The yield is 0.330. The reactants are Br[C:2]1[CH:7]=[C:6]([CH2:8][S:9]([CH3:12])(=[O:11])=[O:10])[CH:5]=[CH:4][C:3]=1[O:13][CH2:14][C:15]([F:18])([F:17])[F:16].[CH3:19][N:20]1[CH:25]=[C:24](B2OC(C)(C)C(C)(C)O2)[C:23]2[CH:35]=[CH:36][O:37][C:22]=2[C:21]1=[O:38].[O-]P([O-])([O-])=O.[K+].[K+].[K+]. The product is [CH3:19][N:20]1[CH:25]=[C:24]([C:2]2[CH:7]=[C:6]([CH2:8][S:9]([CH3:12])(=[O:11])=[O:10])[CH:5]=[CH:4][C:3]=2[O:13][CH2:14][C:15]([F:18])([F:17])[F:16])[C:23]2[CH:35]=[CH:36][O:37][C:22]=2[C:21]1=[O:38]. The catalyst is O1CCOCC1.O.C1C=CC(P(C2C=CC=CC=2)[C-]2C=CC=C2)=CC=1.C1C=CC(P(C2C=CC=CC=2)[C-]2C=CC=C2)=CC=1.Cl[Pd]Cl.[Fe+2]. (4) The reactants are Cl[C:2]1[CH:7]=[CH:6][C:5]([CH:8]([C:28]2[CH:33]=[CH:32][C:31]([Cl:34])=[CH:30][CH:29]=2)[N:9]2[CH2:13][CH2:12][C@@H:11]([NH:14][C:15](=[O:27])[C:16]3[CH:21]=[CH:20][C:19]([O:22][C:23]([F:26])([F:25])[F:24])=[CH:18][CH:17]=3)[CH2:10]2)=[CH:4][CH:3]=1.C1(P(C2CCCCC2)[C:42]2C=CC=C[C:43]=2[C:48]2C=CC=C[C:49]=2[N:54](C)[CH3:55])CCCCC1.C(NC)CCC.C[Si]([N-][Si](C)(C)C)(C)C.[Li+].O1CCCC1. The catalyst is C(OCC)(=O)C.C1C=CC(/C=C/C(/C=C/C2C=CC=CC=2)=O)=CC=1.C1C=CC(/C=C/C(/C=C/C2C=CC=CC=2)=O)=CC=1.C1C=CC(/C=C/C(/C=C/C2C=CC=CC=2)=O)=CC=1.[Pd].[Pd].O. The product is [CH2:49]([N:54]([CH3:55])[C:2]1[CH:7]=[CH:6][C:5]([CH:8]([C:28]2[CH:33]=[CH:32][C:31]([Cl:34])=[CH:30][CH:29]=2)[N:9]2[CH2:13][CH2:12][C@@H:11]([NH:14][C:15](=[O:27])[C:16]3[CH:21]=[CH:20][C:19]([O:22][C:23]([F:26])([F:25])[F:24])=[CH:18][CH:17]=3)[CH2:10]2)=[CH:4][CH:3]=1)[CH2:48][CH2:43][CH3:42]. The yield is 0.230. (5) The reactants are [CH2:1]([NH:3][C:4]([N:22]1[CH2:26][CH:25]([CH2:27][CH3:28])[CH:24]=[N:23]1)=[N:5][S:6]([C:9]1[CH:17]=[C:16]2[C:12]([CH2:13][CH2:14][N:15]2C(=O)C)=[CH:11][C:10]=1[Br:21])(=[O:8])=[O:7])[CH3:2].Cl.C([O-])(O)=O.[Na+]. The catalyst is CO. The product is [CH2:1]([NH:3][C:4]([N:22]1[CH2:26][CH:25]([CH2:27][CH3:28])[CH:24]=[N:23]1)=[N:5][S:6]([C:9]1[CH:17]=[C:16]2[C:12]([CH2:13][CH2:14][NH:15]2)=[CH:11][C:10]=1[Br:21])(=[O:8])=[O:7])[CH3:2]. The yield is 0.640.